From a dataset of Reaction yield outcomes from USPTO patents with 853,638 reactions. Predict the reaction yield, written as a fraction of the theoretical maximum amount of product (1.0 means a 100% yield; for example, 0.34 means a 34% yield). (1) The reactants are C(OC([NH:8][C@@:9]([CH2:27][CH2:28][N:29]1[C@H:38]([CH2:39][OH:40])[CH2:37][C:36]2[C:31](=[CH:32][CH:33]=[CH:34][CH:35]=2)[CH2:30]1)([CH2:14][CH2:15][CH2:16][CH2:17][B:18]1[O:22]C(C)(C)C(C)(C)[O:19]1)[C:10]([O:12]C)=[O:11])=O)(C)(C)C.[ClH:41]. The catalyst is O. The product is [ClH:41].[ClH:41].[NH2:8][C@@:9]([CH2:27][CH2:28][N:29]1[C@H:38]([CH2:39][OH:40])[CH2:37][C:36]2[C:31](=[CH:32][CH:33]=[CH:34][CH:35]=2)[CH2:30]1)([CH2:14][CH2:15][CH2:16][CH2:17][B:18]([OH:22])[OH:19])[C:10]([OH:12])=[O:11]. The yield is 0.890. (2) The reactants are Br[C:2]1[CH:3]=[C:4]2[C:9](=[CH:10][CH:11]=1)[N:8]=[CH:7][C:6]([N+:12]([O-:14])=[O:13])=[C:5]2[CH2:15][C:16]1[CH:21]=[CH:20][C:19]([C:22]([CH3:26])([CH3:25])[C:23]#[N:24])=[CH:18][CH:17]=1.C([O-])([O-])=O.[Cs+].[Cs+].C1C=CC(P(C2C(C3C(P(C4C=CC=CC=4)C4C=CC=CC=4)=CC=C4C=3C=CC=C4)=C3C(C=CC=C3)=CC=2)C2C=CC=CC=2)=CC=1.[NH:79]1[CH2:84][CH2:83][O:82][CH2:81][CH2:80]1. The catalyst is O.C1C=CC(/C=C/C(/C=C/C2C=CC=CC=2)=O)=CC=1.C1C=CC(/C=C/C(/C=C/C2C=CC=CC=2)=O)=CC=1.C1C=CC(/C=C/C(/C=C/C2C=CC=CC=2)=O)=CC=1.[Pd].[Pd]. The product is [CH3:26][C:22]([C:19]1[CH:18]=[CH:17][C:16]([CH2:15][C:5]2[C:4]3[C:9](=[CH:10][CH:11]=[C:2]([N:79]4[CH2:84][CH2:83][O:82][CH2:81][CH2:80]4)[CH:3]=3)[N:8]=[CH:7][C:6]=2[N+:12]([O-:14])=[O:13])=[CH:21][CH:20]=1)([CH3:25])[C:23]#[N:24]. The yield is 0.500. (3) The reactants are [C:1]([C:5]1[CH:6]=[C:7]([C:16]2[CH:17]=[C:18]([C:26]3[CH:31]=[CH:30][C:29]([C:32]([O:34]CC)=[O:33])=[CH:28][CH:27]=3)[CH:19]=[CH:20][C:21]=2[CH2:22][CH2:23][CH2:24][OH:25])[CH:8]=[CH:9][C:10]=1[N:11]([CH2:14][CH3:15])[CH2:12][CH3:13])([CH3:4])([CH3:3])[CH3:2].[OH-].[Na+]. No catalyst specified. The product is [C:1]([C:5]1[CH:6]=[C:7]([C:16]2[CH:17]=[C:18]([C:26]3[CH:31]=[CH:30][C:29]([C:32]([OH:34])=[O:33])=[CH:28][CH:27]=3)[CH:19]=[CH:20][C:21]=2[CH2:22][CH2:23][CH2:24][OH:25])[CH:8]=[CH:9][C:10]=1[N:11]([CH2:12][CH3:13])[CH2:14][CH3:15])([CH3:3])([CH3:4])[CH3:2]. The yield is 0.940. (4) The reactants are F[C:2]1[CH:9]=[CH:8][C:7]([O:10][CH3:11])=[CH:6][C:3]=1[CH:4]=[O:5].[NH:12]1[CH:16]=[N:15][CH:14]=[N:13]1.C([O-])([O-])=O.[K+].[K+]. The catalyst is CS(C)=O. The product is [CH3:11][O:10][C:7]1[CH:8]=[CH:9][C:2]([N:12]2[CH:16]=[N:15][CH:14]=[N:13]2)=[C:3]([CH:6]=1)[CH:4]=[O:5]. The yield is 0.200.